Task: Predict the reactants needed to synthesize the given product.. Dataset: Full USPTO retrosynthesis dataset with 1.9M reactions from patents (1976-2016) Given the product [Si:18]([O:14][CH2:13][C@@H:12]([NH:11][C:6]1[C:5]([CH3:16])=[C:4]([CH3:17])[N:3]=[C:2]([Cl:1])[C:7]=1[N+:8]([O-:10])=[O:9])[CH3:15])([C:21]([CH3:24])([CH3:23])[CH3:22])([CH3:20])[CH3:19], predict the reactants needed to synthesize it. The reactants are: [Cl:1][C:2]1[C:7]([N+:8]([O-:10])=[O:9])=[C:6]([NH:11][C@@H:12]([CH3:15])[CH2:13][OH:14])[C:5]([CH3:16])=[C:4]([CH3:17])[N:3]=1.[Si:18](Cl)([C:21]([CH3:24])([CH3:23])[CH3:22])([CH3:20])[CH3:19].